This data is from Catalyst prediction with 721,799 reactions and 888 catalyst types from USPTO. The task is: Predict which catalyst facilitates the given reaction. (1) Reactant: [CH2:1]([NH:4][C:5](=[O:11])[O:6][C:7]([CH3:10])([CH3:9])[CH3:8])[CH:2]=[CH2:3].[H-].[Na+].[CH2:14](I)[CH3:15]. Product: [CH2:1]([N:4]([CH2:14][CH3:15])[C:5](=[O:11])[O:6][C:7]([CH3:10])([CH3:9])[CH3:8])[CH:2]=[CH2:3]. The catalyst class is: 60. (2) Reactant: C1(S(NN)(=O)=O)C=CC=CC=1.[O:12]1[C:16]2([CH2:21][CH2:20][CH:19]([CH:22]=[O:23])[CH2:18][CH2:17]2)[O:15][CH2:14][CH2:13]1. Product: [O:12]1[C:16]2([CH2:21][CH2:20][C:19]([CH:22]=[O:23])=[CH:18][CH2:17]2)[O:15][CH2:14][CH2:13]1. The catalyst class is: 9. (3) Reactant: [S:1]1[C:5]2=[N:6][CH:7]=[CH:8][CH:9]=[C:4]2[C:3](=[O:10])[NH:2]1.I[CH2:12][C:13]([N:15]1[CH2:20][CH2:19][N:18]([C:21]([O:23][C:24]([CH3:27])([CH3:26])[CH3:25])=[O:22])[CH2:17][CH2:16]1)=[O:14].C([O-])([O-])=O.[Cs+].[Cs+].CCN(CC)CC. Product: [O:10]=[C:3]1[C:4]2[C:5](=[N:6][CH:7]=[CH:8][CH:9]=2)[S:1][N:2]1[CH2:12][C:13]([N:15]1[CH2:20][CH2:19][N:18]([C:21]([O:23][C:24]([CH3:27])([CH3:26])[CH3:25])=[O:22])[CH2:17][CH2:16]1)=[O:14]. The catalyst class is: 2. (4) Reactant: [CH3:1][C:2]1[O:6][C:5]([C:7]2[CH:12]=[CH:11][CH:10]=[CH:9][CH:8]=2)=[N:4][C:3]=1[CH2:13][O:14][C:15]1[CH:16]=[C:17]([CH2:21][O:22][C:23]2[CH:24]=[C:25]([CH2:29][C:30]([O:32]C)=[O:31])[CH:26]=[CH:27][CH:28]=2)[CH:18]=[N:19][CH:20]=1.O1CCCC1.[OH-].[Na+]. Product: [CH3:1][C:2]1[O:6][C:5]([C:7]2[CH:8]=[CH:9][CH:10]=[CH:11][CH:12]=2)=[N:4][C:3]=1[CH2:13][O:14][C:15]1[CH:16]=[C:17]([CH2:21][O:22][C:23]2[CH:24]=[C:25]([CH2:29][C:30]([OH:32])=[O:31])[CH:26]=[CH:27][CH:28]=2)[CH:18]=[N:19][CH:20]=1. The catalyst class is: 5. (5) Reactant: C([O:5][C:6](=[O:36])[CH:7]([NH:20][C:21]([C:23]1[CH:24]=[C:25]([C:29]2[CH:34]=[CH:33][C:32]([CH3:35])=[CH:31][CH:30]=2)[CH:26]=[CH:27][CH:28]=1)=[O:22])[CH2:8][C:9]1[CH:14]=[CH:13][C:12]([C:15](O)=[N:16][OH:17])=[C:11]([F:19])[CH:10]=1)(C)(C)C.C(OC(=O)[CH:43]([NH:54][C:55]([C:57]1C=C(C2C=CC(C)=CC=2)C=CC=1)=[O:56])[CH2:44][C:45]1[CH:50]=[CH:49]C(C#N)=C(F)[CH:46]=1)(C)(C)C.Cl.[NH2:72]O.C([O-])(O)=O.[Na+]. Product: [F:19][C:11]1[CH:10]=[C:9]([CH2:8][CH:7]([NH:20][C:21]([C:23]2[CH:24]=[C:25]([C:29]3[CH:34]=[CH:33][C:32]([CH3:35])=[CH:31][CH:30]=3)[CH:26]=[CH:27][CH:28]=2)=[O:22])[C:6]([OH:5])=[O:36])[CH:14]=[CH:13][C:12]=1[C:15]1[N:72]=[C:57]([C:55]([N:54]2[CH2:43][CH2:44][CH:45]([CH3:46])[CH2:50][CH2:49]2)=[O:56])[O:17][N:16]=1. The catalyst class is: 8. (6) Reactant: [CH:1]12[CH:6]([CH2:7][NH:8][C:9](=[O:24])[C:10]([CH:18]3[CH2:23][CH2:22][CH2:21][CH2:20][CH2:19]3)([OH:17])[C:11]3[CH:16]=[CH:15][CH:14]=[CH:13][CH:12]=3)[CH:5]1[CH2:4][NH:3][CH2:2]2.Br[CH2:26][C:27]1[CH:32]=[CH:31][CH:30]=[C:29]([CH3:33])[N:28]=1.C(=O)([O-])[O-].[K+].[K+].[I-].[K+]. Product: [CH:11]1([C:10]([OH:17])([C:18]2[CH:19]=[CH:20][CH:21]=[CH:22][CH:23]=2)[C:9]([NH:8][CH2:7][CH:6]2[CH:5]3[CH:1]2[CH2:2][N:3]([CH2:26][C:27]2[CH:32]=[CH:31][CH:30]=[C:29]([CH3:33])[N:28]=2)[CH2:4]3)=[O:24])[CH2:16][CH2:15][CH2:14][CH2:13][CH2:12]1. The catalyst class is: 10. (7) Reactant: Cl[C:2]1[C:12]2[CH:11]=[C:10]([C:13]([O:15][CH3:16])=[O:14])[CH2:9][CH2:8][NH:7][C:6]=2[N:5]=[CH:4][N:3]=1.[Cl:17][C:18]1[CH:19]=[C:20]([CH:22]=[CH:23][C:24]=1[C:25]([N:27]1[CH2:31][CH2:30][C@H:29]([O:32][CH2:33][CH:34]([CH3:36])[CH3:35])[CH2:28]1)=[O:26])[NH2:21].[Cl-].[NH+]1C=CC=CC=1. Product: [Cl:17][C:18]1[CH:19]=[C:20]([NH:21][C:2]2[C:12]3[CH:11]=[C:10]([C:13]([O:15][CH3:16])=[O:14])[CH2:9][CH2:8][NH:7][C:6]=3[N:5]=[CH:4][N:3]=2)[CH:22]=[CH:23][C:24]=1[C:25]([N:27]1[CH2:31][CH2:30][C@H:29]([O:32][CH2:33][CH:34]([CH3:35])[CH3:36])[CH2:28]1)=[O:26]. The catalyst class is: 60. (8) Reactant: [N+:1]([C:4]1[CH:11]=[CH:10][C:7]([CH:8]=[O:9])=[CH:6][CH:5]=1)([O-:3])=[O:2].[PH:12](=[O:19])([O:16][CH2:17][CH3:18])[O:13][CH2:14][CH3:15].C[O-].[Na+]. Product: [OH:9][CH:8]([P:12](=[O:19])([O:16][CH2:17][CH3:18])[O:13][CH2:14][CH3:15])[C:7]1[CH:6]=[CH:5][C:4]([N+:1]([O-:3])=[O:2])=[CH:11][CH:10]=1. The catalyst class is: 5. (9) Reactant: Br[C:2]1[S:3][CH:4]=[CH:5][CH:6]=1.[Li]CCCC.[CH3:12][C:13](=[O:18])[CH2:14][CH2:15][CH2:16][CH3:17]. Product: [S:3]1[CH:4]=[CH:5][CH:6]=[C:2]1[C:13]([OH:18])([CH2:14][CH2:15][CH2:16][CH3:17])[CH3:12]. The catalyst class is: 1.